Predict which catalyst facilitates the given reaction. From a dataset of Catalyst prediction with 721,799 reactions and 888 catalyst types from USPTO. (1) The catalyst class is: 314. Reactant: [O:1]1[CH2:6][CH2:5][N:4]([CH2:7][CH2:8][NH:9][C:10](=[O:32])[C:11]2[CH:16]=[CH:15][C:14]([N+:17]([O-])=O)=[CH:13][C:12]=2[C:20]#[C:21][Si:22]([CH:29]([CH3:31])[CH3:30])([CH:26]([CH3:28])[CH3:27])[CH:23]([CH3:25])[CH3:24])[CH2:3][CH2:2]1.[NH4+].[Cl-]. Product: [NH2:17][C:14]1[CH:15]=[CH:16][C:11]([C:10]([NH:9][CH2:8][CH2:7][N:4]2[CH2:5][CH2:6][O:1][CH2:2][CH2:3]2)=[O:32])=[C:12]([C:20]#[C:21][Si:22]([CH:29]([CH3:31])[CH3:30])([CH:23]([CH3:25])[CH3:24])[CH:26]([CH3:27])[CH3:28])[CH:13]=1. (2) Reactant: [C:1]([O:5][C:6]([N:8]1[CH2:13][CH2:12][CH:11]([OH:14])[CH2:10][CH2:9]1)=[O:7])([CH3:4])([CH3:3])[CH3:2].C(N(CC)CC)C.[CH3:22][S:23](Cl)(=[O:25])=[O:24].O. Product: [C:1]([O:5][C:6]([N:8]1[CH2:13][CH2:12][CH:11]([O:14][S:23]([CH3:22])(=[O:25])=[O:24])[CH2:10][CH2:9]1)=[O:7])([CH3:4])([CH3:2])[CH3:3]. The catalyst class is: 1. (3) Reactant: [OH-].[Na+].[CH3:3][C:4]1[C:8]([C:9]2[CH:18]=[C:17]3[C:12]([C:13]([NH:28][C:29]4[CH:30]=[C:31]([CH:37]=[CH:38][CH:39]=4)[C:32]([O:34]CC)=[O:33])=[C:14]([C:19]([NH:21][CH:22]4[CH2:26][CH2:25][CH2:24][CH:23]4[OH:27])=[O:20])[CH:15]=[N:16]3)=[CH:11][CH:10]=2)=[C:7]([CH3:40])[O:6][N:5]=1. Product: [CH3:3][C:4]1[C:8]([C:9]2[CH:18]=[C:17]3[C:12]([C:13]([NH:28][C:29]4[CH:30]=[C:31]([CH:37]=[CH:38][CH:39]=4)[C:32]([OH:34])=[O:33])=[C:14]([C:19]([NH:21][CH:22]4[CH2:26][CH2:25][CH2:24][CH:23]4[OH:27])=[O:20])[CH:15]=[N:16]3)=[CH:11][CH:10]=2)=[C:7]([CH3:40])[O:6][N:5]=1. The catalyst class is: 8. (4) Reactant: [Cl:1][C:2]1[CH:3]=[C:4]([NH2:19])[CH:5]=[CH:6][C:7]=1[S:8][C:9]1[CH:18]=[CH:17][C:16]2[C:11](=[CH:12][CH:13]=[CH:14][CH:15]=2)[CH:10]=1.N1C=CC=CC=1.[Cl:26][C:27]1[N:28]=[C:29]2[N:33]([C:34]=1[S:35](Cl)(=[O:37])=[O:36])[CH:32]=[CH:31][S:30]2. Product: [Cl:1][C:2]1[CH:3]=[C:4]([NH:19][S:35]([C:34]2[N:33]3[C:29]([S:30][CH:31]=[CH:32]3)=[N:28][C:27]=2[Cl:26])(=[O:36])=[O:37])[CH:5]=[CH:6][C:7]=1[S:8][C:9]1[CH:18]=[CH:17][C:16]2[C:11](=[CH:12][CH:13]=[CH:14][CH:15]=2)[CH:10]=1. The catalyst class is: 1. (5) Reactant: N[C:2]1[C:7]([S:8]([OH:11])(=[O:10])=[O:9])=[CH:6][C:5]([S:12]([OH:15])(=[O:14])=[O:13])=[CH:4][C:3]=1[S:16]([OH:19])(=[O:18])=[O:17].[Na:20].[BrH:21].N([O-])=O.[Na+]. Product: [Br:21][C:2]1[C:7]([S:8]([OH:11])(=[O:10])=[O:9])=[CH:6][C:5]([S:12]([OH:15])(=[O:14])=[O:13])=[CH:4][C:3]=1[S:16]([OH:19])(=[O:18])=[O:17].[Na:20]. The catalyst class is: 6.